Predict the reaction yield, written as a fraction of the theoretical maximum amount of product (1.0 means a 100% yield; for example, 0.34 means a 34% yield). From a dataset of Reaction yield outcomes from USPTO patents with 853,638 reactions. (1) The reactants are [CH3:1][Mg]Cl.[Br:4][C:5]1[CH:6]=[CH:7][C:8]([C:11](N(OC)C)=[O:12])=[N:9][CH:10]=1. The catalyst is C1COCC1. The product is [Br:4][C:5]1[CH:6]=[CH:7][C:8]([C:11](=[O:12])[CH3:1])=[N:9][CH:10]=1. The yield is 0.900. (2) The reactants are [C:1]([C:5]1[CH:14]=[CH:13][C:8]([CH2:9][NH:10][CH2:11][CH3:12])=[CH:7][CH:6]=1)([CH3:4])([CH3:3])[CH3:2].[CH2:15]([O:17][C@H:18]([C:31]([O:33][CH2:34][CH3:35])=[O:32])[CH2:19][C:20]1[CH:30]=[CH:29][C:23]([O:24][CH2:25][C:26]([OH:28])=O)=[CH:22][CH:21]=1)[CH3:16].C(N(CC)C(C)C)(C)C.F[B-](F)(F)F.N1(OC(N(C)C)=[N+](C)C)C2C=CC=CC=2N=N1. The catalyst is C(Cl)Cl. The product is [C:1]([C:5]1[CH:6]=[CH:7][C:8]([CH2:9][N:10]([CH2:11][CH3:12])[C:26](=[O:28])[CH2:25][O:24][C:23]2[CH:22]=[CH:21][C:20]([CH2:19][C@H:18]([O:17][CH2:15][CH3:16])[C:31]([O:33][CH2:34][CH3:35])=[O:32])=[CH:30][CH:29]=2)=[CH:13][CH:14]=1)([CH3:3])([CH3:2])[CH3:4]. The yield is 0.580. (3) The reactants are [OH:1][C:2]1[CH:3]=[C:4]([NH:8][C:9]2[N:14]=[C:13]([NH:15][C:16]3[CH:21]=[CH:20][CH:19]=[C:18]([OH:22])[CH:17]=3)[C:12]([F:23])=[CH:11][N:10]=2)[CH:5]=[CH:6][CH:7]=1.OC1C=C(C=CC=1[C:32]([O:34][CH3:35])=[O:33])N.ClC1N=C(Cl)C(F)=CN=1. No catalyst specified. The product is [OH:1][C:2]1[CH:3]=[C:4]([NH:8][C:9]2[N:14]=[C:13]([NH:15][C:16]3[CH:21]=[CH:20][C:19]([C:32]([O:34][CH3:35])=[O:33])=[C:18]([OH:22])[CH:17]=3)[C:12]([F:23])=[CH:11][N:10]=2)[CH:5]=[CH:6][C:7]=1[C:32]([O:34][CH3:35])=[O:33]. The yield is 0.410. (4) The yield is 0.720. The catalyst is CN(C=O)C. The reactants are [CH:1]12[CH2:10][CH:7]([CH2:8][CH2:9]1)[C:6]1[CH:5]=[C:4]([C:11]([O:13][CH2:14][CH3:15])=[O:12])[NH:3][C:2]2=1.[H-].[Na+].Br[CH2:19][C:20]#[N:21].O. The product is [C:20]([CH2:19][N:3]1[C:4]([C:11]([O:13][CH2:14][CH3:15])=[O:12])=[CH:5][C:6]2[CH:7]3[CH2:10][CH:1]([CH2:9][CH2:8]3)[C:2]1=2)#[N:21].